Regression/Classification. Given a drug SMILES string, predict its absorption, distribution, metabolism, or excretion properties. Task type varies by dataset: regression for continuous measurements (e.g., permeability, clearance, half-life) or binary classification for categorical outcomes (e.g., BBB penetration, CYP inhibition). Dataset: cyp2c19_veith. From a dataset of CYP2C19 inhibition data for predicting drug metabolism from PubChem BioAssay. (1) The compound is NC(N)=[N+]1CCc2ccccc2C1.NC(N)=[N+]1CCc2ccccc2C1.O=S(=O)([O-])[O-]. The result is 0 (non-inhibitor). (2) The drug is C/C(=N/NC(=O)c1ccc(C)s1)c1cccc(NC(=O)COc2ccc(Cl)cc2C)c1. The result is 1 (inhibitor). (3) The drug is O=C(CN1CCc2ccccc21)NC(=O)NCc1ccco1. The result is 1 (inhibitor). (4) The result is 0 (non-inhibitor). The drug is O=C(O)C[C@H](S)C(=O)O. (5) The molecule is CCN1CCC[C@H]1CNC(=O)c1c(O)c(Cl)cc(Cl)c1OC. The result is 1 (inhibitor). (6) The molecule is Cc1noc(C)c1-c1nccc(NCc2ccccc2)n1. The result is 1 (inhibitor).